This data is from Forward reaction prediction with 1.9M reactions from USPTO patents (1976-2016). The task is: Predict the product of the given reaction. (1) Given the reactants [N+:1]([C:4]1[CH:5]=[CH:6][C:7]([C:11]2[CH:16]=[CH:15][N:14]=[CH:13][CH:12]=2)=[N:8][C:9]=1[NH2:10])([O-])=O, predict the reaction product. The product is: [N:8]1[C:9]([NH2:10])=[C:4]([NH2:1])[CH:5]=[CH:6][C:7]=1[C:11]1[CH:16]=[CH:15][N:14]=[CH:13][CH:12]=1. (2) The product is: [CH:30]1([N:10]2[C:9]3[CH:36]=[CH:37][C:6]([C:4]([OH:5])=[O:3])=[CH:7][C:8]=3[N:12]=[C:11]2[C:13]2[CH:14]=[C:15]3[C:20](=[CH:21][CH:22]=2)[N:19]=[C:18]([C:23]2[CH:28]=[CH:27][CH:26]=[CH:25][CH:24]=2)[CH:17]=[C:16]3[O:86][C:76]2[CH:77]=[CH:78][C:79]3[C:84](=[CH:83][C:82]([OH:85])=[CH:81][CH:80]=3)[CH:75]=2)[CH2:31][CH2:32][CH2:33][CH2:34][CH2:35]1. Given the reactants C([O:3][C:4]([C:6]1[CH:37]=[CH:36][C:9]2[N:10]([CH:30]3[CH2:35][CH2:34][CH2:33][CH2:32][CH2:31]3)[C:11]([C:13]3[CH:14]=[C:15]4[C:20](=[CH:21][CH:22]=3)[N:19]=[C:18]([C:23]3[CH:28]=[CH:27][CH:26]=[CH:25][CH:24]=3)[CH:17]=[C:16]4Cl)=[N:12][C:8]=2[CH:7]=1)=[O:5])C.C1(N2C3C=CC(C(O)=O)=CC=3N=C2C2C=C3C(=CC=2)N=C(C2C=CC=CC=2)C=C3N(C)C)CCCCC1.[CH:75]1[C:84]2[C:79](=[CH:80][CH:81]=[C:82]([OH:85])[CH:83]=2)[CH:78]=[CH:77][C:76]=1[OH:86], predict the reaction product. (3) Given the reactants [Cl:1][C:2]1[C:7]([Cl:8])=[CH:6][CH:5]=[CH:4][C:3]=1[NH:9][C:10](=[O:46])[NH:11][C:12]1[N:16]([C:17]2[CH:18]=[C:19]3[C:24](=[CH:25][CH:26]=2)[CH2:23][N:22](C(OC(C)(C)C)=O)[CH:21]([C:34]([O:36]CC)=[O:35])[CH2:20]3)[N:15]=[C:14]([C:39]2[CH:44]=[CH:43][CH:42]=[CH:41][C:40]=2[F:45])[CH:13]=1.Cl, predict the reaction product. The product is: [ClH:1].[Cl:1][C:2]1[C:7]([Cl:8])=[CH:6][CH:5]=[CH:4][C:3]=1[NH:9][C:10](=[O:46])[NH:11][C:12]1[N:16]([C:17]2[CH:18]=[C:19]3[C:24](=[CH:25][CH:26]=2)[CH2:23][NH:22][CH:21]([C:34]([OH:36])=[O:35])[CH2:20]3)[N:15]=[C:14]([C:39]2[CH:44]=[CH:43][CH:42]=[CH:41][C:40]=2[F:45])[CH:13]=1.